The task is: Predict the reaction yield, written as a fraction of the theoretical maximum amount of product (1.0 means a 100% yield; for example, 0.34 means a 34% yield).. This data is from Reaction yield outcomes from USPTO patents with 853,638 reactions. The reactants are C(OC([N:8]1[CH2:12][CH2:11][CH2:10][CH:9]1[CH2:13][NH:14][C:15]1[CH:24]=[CH:23][C:18]([C:19]([O:21][CH3:22])=[O:20])=[CH:17][CH:16]=1)=O)(C)(C)C.C(O)(C(F)(F)F)=O. The catalyst is C(Cl)Cl. The product is [NH:8]1[CH2:12][CH2:11][CH2:10][CH:9]1[CH2:13][NH:14][C:15]1[CH:24]=[CH:23][C:18]([C:19]([O:21][CH3:22])=[O:20])=[CH:17][CH:16]=1. The yield is 0.880.